From a dataset of Full USPTO retrosynthesis dataset with 1.9M reactions from patents (1976-2016). Predict the reactants needed to synthesize the given product. (1) Given the product [C:1]([O:5][C:6](=[O:18])[NH:7][C:8]1[CH:13]=[CH:12][C:11]([C:23]2[CH:24]=[CH:25][C:20]([F:19])=[CH:21][CH:22]=2)=[CH:10][C:9]=1[N+:15]([O-:17])=[O:16])([CH3:4])([CH3:3])[CH3:2], predict the reactants needed to synthesize it. The reactants are: [C:1]([O:5][C:6](=[O:18])[NH:7][C:8]1[CH:13]=[CH:12][C:11](I)=[CH:10][C:9]=1[N+:15]([O-:17])=[O:16])([CH3:4])([CH3:3])[CH3:2].[F:19][C:20]1[CH:25]=[CH:24][C:23](B(O)O)=[CH:22][CH:21]=1. (2) Given the product [Cl:1][C:2]1[CH:7]=[C:6]2[NH:8][C:9](=[O:40])[C:10]3([CH:15]([C:16]4[CH:21]=[CH:20][CH:19]=[C:18]([Cl:22])[CH:17]=4)[CH2:14][C:13](=[O:23])[NH:12][CH:11]3[C:24]3[CH:29]=[C:28]([C:45]#[CH:46])[CH:27]=[CH:26][C:25]=3[O:31][C:32]3[CH:37]=[CH:36][C:35]([O:38][CH3:39])=[CH:34][CH:33]=3)[C:5]2=[CH:4][CH:3]=1, predict the reactants needed to synthesize it. The reactants are: [Cl:1][C:2]1[CH:7]=[C:6]2[NH:8][C:9](=[O:40])[C:10]3([CH:15]([C:16]4[CH:21]=[CH:20][CH:19]=[C:18]([Cl:22])[CH:17]=4)[CH2:14][C:13](=[O:23])[NH:12][CH:11]3[C:24]3[CH:29]=[C:28](I)[CH:27]=[CH:26][C:25]=3[O:31][C:32]3[CH:37]=[CH:36][C:35]([O:38][CH3:39])=[CH:34][CH:33]=3)[C:5]2=[CH:4][CH:3]=1.C[Si]([C:45]#[CH:46])(C)C.C(N(CC)CC)C.[OH-].[Na+]. (3) Given the product [F:1][C:2]1[CH:7]=[CH:6][CH:5]=[C:4]2[C:3]=1[NH:14][C:15](=[O:16])[N:17]([C:18]1[CH:23]=[C:22]([C:24]([F:27])([F:26])[F:25])[CH:21]=[CH:20][C:19]=1[O:28][CH3:29])[CH:8]2[CH2:9][C:10]([O:12][CH3:13])=[O:11], predict the reactants needed to synthesize it. The reactants are: [F:1][C:2]1[C:3]([NH:14][C:15]([NH:17][C:18]2[CH:23]=[C:22]([C:24]([F:27])([F:26])[F:25])[CH:21]=[CH:20][C:19]=2[O:28][CH3:29])=[O:16])=[C:4](/[CH:8]=[CH:9]/[C:10]([O:12][CH3:13])=[O:11])[CH:5]=[CH:6][CH:7]=1. (4) Given the product [CH3:1][O:2][CH2:3][CH2:4][N:5]1[CH:14]([C:15]2[S:16][CH:17]=[CH:18][CH:19]=2)[CH:13]([C:20]([NH:22][C:23]2[CH:31]=[CH:30][C:26]([C:27](=[O:29])[NH:34][CH3:33])=[CH:25][CH:24]=2)=[O:21])[C:12]2[C:7](=[CH:8][CH:9]=[CH:10][CH:11]=2)[C:6]1=[O:32], predict the reactants needed to synthesize it. The reactants are: [CH3:1][O:2][CH2:3][CH2:4][N:5]1[CH:14]([C:15]2[S:16][CH:17]=[CH:18][CH:19]=2)[CH:13]([C:20]([NH:22][C:23]2[CH:31]=[CH:30][C:26]([C:27]([OH:29])=O)=[CH:25][CH:24]=2)=[O:21])[C:12]2[C:7](=[CH:8][CH:9]=[CH:10][CH:11]=2)[C:6]1=[O:32].[CH3:33][N:34](C(ON1N=NC2C=CC=NC1=2)=[N+](C)C)C.F[P-](F)(F)(F)(F)F.C(N(C(C)C)CC)(C)C.CN. (5) Given the product [CH:15]([C:2]1[CH:7]=[CH:6][C:5]([C@H:8]([NH:10][S:11]([CH3:14])(=[O:13])=[O:12])[CH3:9])=[CH:4][CH:3]=1)=[O:16], predict the reactants needed to synthesize it. The reactants are: Br[C:2]1[CH:7]=[CH:6][C:5]([C@H:8]([NH:10][S:11]([CH3:14])(=[O:13])=[O:12])[CH3:9])=[CH:4][CH:3]=1.[C:15](=O)([O-])[O-:16].[Na+].[Na+].C([SiH](CC)CC)C.[C]=O. (6) The reactants are: [NH2:1][CH:2]1[CH2:7][CH2:6][N:5]([C:8]2[CH:18]=[CH:17][C:11]([C:12]([O:14][CH2:15][CH3:16])=[O:13])=[CH:10][CH:9]=2)[CH2:4][CH2:3]1.CCN(CC)CC.[C:26](Cl)(=[O:33])[C:27]1[CH:32]=[CH:31][CH:30]=[CH:29][CH:28]=1. Given the product [C:26]([NH:1][CH:2]1[CH2:7][CH2:6][N:5]([C:8]2[CH:18]=[CH:17][C:11]([C:12]([O:14][CH2:15][CH3:16])=[O:13])=[CH:10][CH:9]=2)[CH2:4][CH2:3]1)(=[O:33])[C:27]1[CH:32]=[CH:31][CH:30]=[CH:29][CH:28]=1, predict the reactants needed to synthesize it. (7) Given the product [NH:19]1[CH:24]=[CH:23][N:22]=[C:1]1[C@@H:3]1[CH2:7][CH2:6][CH2:5][N:4]1[C:8]([O:10][C:11]([CH3:14])([CH3:13])[CH3:12])=[O:9], predict the reactants needed to synthesize it. The reactants are: [CH:1]([C@@H:3]1[CH2:7][CH2:6][CH2:5][N:4]1[C:8]([O:10][C:11]([CH3:14])([CH3:13])[CH3:12])=[O:9])=O.C([O-])(=O)C.[NH4+:19].C([N:22](CC)[CH2:23][CH3:24])C. (8) Given the product [CH2:25]([N:12]1[CH2:16][C@@H:15]2[C@@H:17]([NH:20][CH:18]([CH3:19])[CH3:17])[CH2:18][CH2:19][C@@H:14]2[CH2:13]1)[C:24]1[CH:27]=[CH:15][CH:14]=[CH:13][CH:23]=1, predict the reactants needed to synthesize it. The reactants are: FC(F)(F)C1C=C(S([N:12]2[CH2:16][C@H:15]3[C@H:17]([NH2:20])[CH2:18][CH2:19][C@H:14]3[CH2:13]2)(=O)=O)C=CC=1.[CH:23](=O)[C:24]([CH3:27])(C)[CH3:25].